The task is: Predict the product of the given reaction.. This data is from Forward reaction prediction with 1.9M reactions from USPTO patents (1976-2016). Given the reactants [C:1]([N:8]1[CH2:13][CH2:12][NH:11][CH2:10][CH2:9]1)([O:3][C:4]([CH3:7])([CH3:6])[CH3:5])=[O:2].Cl[C:15]1[N:23]=[CH:22][N:21]=[C:20]2[C:16]=1[NH:17][CH:18]=[N:19]2, predict the reaction product. The product is: [N:23]1[C:15]([N:11]2[CH2:10][CH2:9][N:8]([C:1]([O:3][C:4]([CH3:7])([CH3:6])[CH3:5])=[O:2])[CH2:13][CH2:12]2)=[C:16]2[C:20]([N:19]=[CH:18][NH:17]2)=[N:21][CH:22]=1.